From a dataset of Reaction yield outcomes from USPTO patents with 853,638 reactions. Predict the reaction yield, written as a fraction of the theoretical maximum amount of product (1.0 means a 100% yield; for example, 0.34 means a 34% yield). (1) The reactants are [F:1][C:2]([F:25])([F:24])[C:3]1[N:7]2[CH2:8][CH2:9][NH:10][C:11]3([CH2:16][CH2:15][N:14]([C:17]([O:19][C:20]([CH3:23])([CH3:22])[CH3:21])=[O:18])[CH2:13][CH2:12]3)[C:6]2=[CH:5][CH:4]=1.CCN(CC)CC.[CH3:33][N:34]=[C:35]=[O:36]. The catalyst is C1COCC1. The product is [CH3:33][NH:34][C:35]([N:10]1[C:11]2([CH2:16][CH2:15][N:14]([C:17]([O:19][C:20]([CH3:22])([CH3:21])[CH3:23])=[O:18])[CH2:13][CH2:12]2)[C:6]2=[CH:5][CH:4]=[C:3]([C:2]([F:1])([F:24])[F:25])[N:7]2[CH2:8][CH2:9]1)=[O:36]. The yield is 0.970. (2) The reactants are [C:1]1([CH2:7][C:8](Cl)=[O:9])[CH:6]=[CH:5][CH:4]=[CH:3][CH:2]=1.[CH3:11][C:12]1(C)[O:17]C(=O)[CH2:15][C:14](=O)[O:13]1.N1C=CC=CC=1. The catalyst is C(Cl)Cl. The product is [O:9]=[C:8]([CH2:7][C:1]1[CH:6]=[CH:5][CH:4]=[CH:3][CH:2]=1)[CH2:11][C:12]([O:13][CH2:14][CH3:15])=[O:17]. The yield is 0.380. (3) The catalyst is O.CN(C=O)C.C(N(CC)CC)C. The reactants are Cl.C(N=C=[N:6][CH2:7][CH2:8][CH2:9][N:10]([CH3:12])C)C.[CH:13]([C:15]1[NH:19][C:18]([CH3:20])=[C:17]([C:21]([OH:23])=O)[C:16]=1[CH3:24])=[O:14].ON1C2C=CC=CC=2N=N1.N1CCC(N)C1. The yield is 0.680. The product is [NH:10]1[CH2:9][CH2:8][CH:7]([NH:6][C:21]([C:17]2[C:16]([CH3:24])=[C:15]([CH:13]=[O:14])[NH:19][C:18]=2[CH3:20])=[O:23])[CH2:12]1. (4) The reactants are [NH2:1][C:2]1[S:10][C:5]2[CH2:6][O:7][CH2:8][CH2:9][C:4]=2[C:3]=1[C:11]#[N:12].C(N(CC)CC)C.[C:20]1([CH:26]([C:30]2[CH:35]=[CH:34][CH:33]=[CH:32][CH:31]=2)[C:27](Cl)=[O:28])[CH:25]=[CH:24][CH:23]=[CH:22][CH:21]=1. The catalyst is C(Cl)Cl. The product is [C:11]([C:3]1[C:4]2[CH2:9][CH2:8][O:7][CH2:6][C:5]=2[S:10][C:2]=1[NH:1][C:27](=[O:28])[CH:26]([C:20]1[CH:25]=[CH:24][CH:23]=[CH:22][CH:21]=1)[C:30]1[CH:35]=[CH:34][CH:33]=[CH:32][CH:31]=1)#[N:12]. The yield is 0.370.